From a dataset of Full USPTO retrosynthesis dataset with 1.9M reactions from patents (1976-2016). Predict the reactants needed to synthesize the given product. Given the product [C:1]([O:5][C:6]([N:8]1[C:13]2[CH:14]=[C:15]([Cl:19])[C:16]([O:18][CH:44]([F:46])[F:45])=[CH:17][C:12]=2[O:11][CH:10]([C:20]([N:22]2[CH2:27][CH2:26][C:25]([C:36]#[N:37])([CH2:28][C:29]3[CH:30]=[CH:31][C:32]([F:35])=[CH:33][CH:34]=3)[CH2:24][CH2:23]2)=[O:21])[CH2:9]1)=[O:7])([CH3:4])([CH3:2])[CH3:3], predict the reactants needed to synthesize it. The reactants are: [C:1]([O:5][C:6]([N:8]1[C:13]2[CH:14]=[C:15]([Cl:19])[C:16]([OH:18])=[CH:17][C:12]=2[O:11][CH:10]([C:20]([N:22]2[CH2:27][CH2:26][C:25]([C:36]#[N:37])([CH2:28][C:29]3[CH:34]=[CH:33][C:32]([F:35])=[CH:31][CH:30]=3)[CH2:24][CH2:23]2)=[O:21])[CH2:9]1)=[O:7])([CH3:4])([CH3:3])[CH3:2].CC([O-])(C)C.[K+].[CH:44](Cl)([F:46])[F:45].